This data is from Forward reaction prediction with 1.9M reactions from USPTO patents (1976-2016). The task is: Predict the product of the given reaction. (1) Given the reactants C1C=CC2N(O)N=[N:7]C=2C=1.CCN=C=NCCCN(C)C.Cl.Cl.CCN(C(C)C)C(C)C.C(OC([N:40]1[CH2:45][CH2:44][CH:43]([C:46]2[CH:51]=[CH:50][C:49]([NH:52][C:53]3[N:58]=[C:57]([CH2:59][CH2:60][C:61]4[CH:66]=[CH:65][CH:64]=[CH:63][C:62]=4[CH2:67][C:68]([OH:70])=O)[C:56]([O:71][CH3:72])=[CH:55][N:54]=3)=[CH:48][CH:47]=2)[CH2:42][CH2:41]1)=O)(C)(C)C.C(=O)([O-])[O-].[NH4+].[NH4+], predict the reaction product. The product is: [CH3:72][O:71][C:56]1[C:57]([CH2:59][CH2:60][C:61]2[CH:66]=[CH:65][CH:64]=[CH:63][C:62]=2[CH2:67][C:68]([NH2:7])=[O:70])=[N:58][C:53]([NH:52][C:49]2[CH:50]=[CH:51][C:46]([CH:43]3[CH2:42][CH2:41][NH:40][CH2:45][CH2:44]3)=[CH:47][CH:48]=2)=[N:54][CH:55]=1. (2) Given the reactants Br[C:2]1[CH:3]=[C:4]2[C:9](=[CH:10][CH:11]=1)[N:8]=[CH:7][C:6]([C:12]([CH:14]1[CH2:16][CH2:15]1)=[O:13])=[C:5]2[NH:17][C:18]1[CH:19]=[N:20][C:21]([NH:24][CH2:25][CH2:26][N:27]([CH3:29])[CH3:28])=[CH:22][CH:23]=1.[Cl:30][C:31]1[CH:36]=[C:35](B2OC(C)(C)C(C)(C)O2)[CH:34]=[C:33]([Cl:46])[C:32]=1[OH:47], predict the reaction product. The product is: [CH:14]1([C:12]([C:6]2[CH:7]=[N:8][C:9]3[C:4]([C:5]=2[NH:17][C:18]2[CH:19]=[N:20][C:21]([NH:24][CH2:25][CH2:26][N:27]([CH3:28])[CH3:29])=[CH:22][CH:23]=2)=[CH:3][C:2]([C:35]2[CH:36]=[C:31]([Cl:30])[C:32]([OH:47])=[C:33]([Cl:46])[CH:34]=2)=[CH:11][CH:10]=3)=[O:13])[CH2:16][CH2:15]1. (3) Given the reactants C[O:2][C:3](=[O:32])[CH2:4][C:5]1[CH:10]=[CH:9][CH:8]=[C:7]([O:11][C:12]2[CH:17]=[CH:16][C:15]([Br:18])=[CH:14][C:13]=2[CH2:19][N:20]([CH2:25][C:26]2[CH:31]=[CH:30][CH:29]=[CH:28][CH:27]=2)[C:21]([O:23][CH3:24])=[O:22])[CH:6]=1.[OH-].[Li+].Cl, predict the reaction product. The product is: [CH2:25]([N:20]([CH2:19][C:13]1[CH:14]=[C:15]([Br:18])[CH:16]=[CH:17][C:12]=1[O:11][C:7]1[CH:6]=[C:5]([CH2:4][C:3]([OH:32])=[O:2])[CH:10]=[CH:9][CH:8]=1)[C:21]([O:23][CH3:24])=[O:22])[C:26]1[CH:27]=[CH:28][CH:29]=[CH:30][CH:31]=1. (4) Given the reactants [CH3:1][O:2][C:3]1[CH:8]=[CH:7][C:6]([C:9]2[N:14]=[C:13]([NH2:15])[CH:12]=[CH:11][N:10]=2)=[CH:5][CH:4]=1.Cl[C:17]1[N:22]=[CH:21][C:20]2[N:23]=[CH:24][N:25]([CH:26]([CH3:28])[CH3:27])[C:19]=2[CH:18]=1.CC(C)([O-])C.[Na+].CC(C1C=C(C(C)C)C(C2C(P(C3CCCCC3)C3CCCCC3)=C(OC)C=CC=2OC)=C(C(C)C)C=1)C, predict the reaction product. The product is: [CH:26]([N:25]1[C:19]2[CH:18]=[C:17]([NH:15][C:13]3[CH:12]=[CH:11][N:10]=[C:9]([C:6]4[CH:5]=[CH:4][C:3]([O:2][CH3:1])=[CH:8][CH:7]=4)[N:14]=3)[N:22]=[CH:21][C:20]=2[N:23]=[CH:24]1)([CH3:28])[CH3:27].